From a dataset of Full USPTO retrosynthesis dataset with 1.9M reactions from patents (1976-2016). Predict the reactants needed to synthesize the given product. (1) Given the product [ClH:19].[C:13](=[O:18])([O:1][CH2:2][CH2:3][NH:4][CH3:5])[O:14][CH:15]([CH3:17])[CH3:16], predict the reactants needed to synthesize it. The reactants are: [OH:1][CH2:2][CH2:3][N:4](C)[C:5](=O)OC(C)(C)C.[C:13]([Cl:19])(=[O:18])[O:14][CH:15]([CH3:17])[CH3:16].N1C=CC=CC=1. (2) Given the product [C:12]([C:9]1[CH:8]=[C:7]([C:16]2[CH:17]=[CH:18][C:19]([C:22]([OH:24])=[O:23])=[CH:20][CH:21]=2)[CH:6]=[C:5]([C:1]([CH3:4])([CH3:3])[CH3:2])[C:10]=1[OH:11])([CH3:13])([CH3:14])[CH3:15], predict the reactants needed to synthesize it. The reactants are: [C:1]([C:5]1[CH:6]=[C:7]([C:16]2[CH:21]=[CH:20][C:19]([C:22]([O:24]CC)=[O:23])=[CH:18][CH:17]=2)[CH:8]=[C:9]([C:12]([CH3:15])([CH3:14])[CH3:13])[C:10]=1[OH:11])([CH3:4])([CH3:3])[CH3:2].